This data is from Forward reaction prediction with 1.9M reactions from USPTO patents (1976-2016). The task is: Predict the product of the given reaction. (1) Given the reactants C([O-])(=O)C.[K+].Br[C:7]1[CH:15]=[CH:14][C:13]2[C:9](=[CH:10][N:11]([CH3:16])[N:12]=2)[CH:8]=1.[B:17]1([B:17]2[O:21][C:20]([CH3:23])([CH3:22])[C:19]([CH3:25])([CH3:24])[O:18]2)[O:21][C:20]([CH3:23])([CH3:22])[C:19]([CH3:25])([CH3:24])[O:18]1.ClCCl, predict the reaction product. The product is: [CH3:16][N:11]1[CH:10]=[C:9]2[C:13]([CH:14]=[CH:15][C:7]([B:17]3[O:21][C:20]([CH3:23])([CH3:22])[C:19]([CH3:25])([CH3:24])[O:18]3)=[CH:8]2)=[N:12]1. (2) Given the reactants C[O:2][C:3](=[O:34])[CH2:4][C:5]1[C:14]([CH3:15])=[C:13]([CH:16]2[CH2:21][CH2:20][N:19]([C:22](=[O:32])[NH:23][C:24]3[C:29]([F:30])=[CH:28][CH:27]=[CH:26][C:25]=3[F:31])[CH2:18][CH2:17]2)[C:12]2[C:7](=[CH:8][CH:9]=[C:10]([F:33])[CH:11]=2)[CH:6]=1.O.[OH-].[Li+], predict the reaction product. The product is: [F:31][C:25]1[CH:26]=[CH:27][CH:28]=[C:29]([F:30])[C:24]=1[NH:23][C:22]([N:19]1[CH2:20][CH2:21][CH:16]([C:13]2[C:12]3[C:7](=[CH:8][CH:9]=[C:10]([F:33])[CH:11]=3)[CH:6]=[C:5]([CH2:4][C:3]([OH:34])=[O:2])[C:14]=2[CH3:15])[CH2:17][CH2:18]1)=[O:32]. (3) Given the reactants [I:1][C:2]1[CH:12]=[CH:11][C:5](C(OCC)=O)=[CH:4][CH:3]=1.[CH3:13][Mg+].[Br-].CC[O:18][CH2:19][CH3:20], predict the reaction product. The product is: [CH3:13][C:19]([OH:18])([CH3:20])[C:5]1[CH:11]=[CH:12][C:2]([I:1])=[CH:3][CH:4]=1. (4) Given the reactants [S:1](=[N:4][C:5]([NH2:7])=[O:6])(=[O:3])=[O:2].C(OC(=O)[N:14]([C:16]1[CH:17]=[C:18]2[C:23](=[CH:24][C:25]=1[F:26])[C:22](=[O:27])[N:21]([C:28]1[CH:33]=[CH:32][C:31](N)=[CH:30][CH:29]=1)[CH:20]=[CH:19]2)C)(C)(C)C.[F:36][CH:37]([F:47])[C:38]1[S:42][C:41](S(N)(=O)=O)=[CH:40][CH:39]=1, predict the reaction product. The product is: [NH2:14][C:16]1[CH:17]=[C:18]2[C:23](=[CH:24][C:25]=1[F:26])[C:22](=[O:27])[N:21]([C:28]1[CH:29]=[CH:30][C:31]([NH:7][C:5]([NH:4][S:1]([C:41]3[S:42][C:38]([CH:37]([F:47])[F:36])=[CH:39][CH:40]=3)(=[O:3])=[O:2])=[O:6])=[CH:32][CH:33]=1)[CH:20]=[CH:19]2. (5) The product is: [O:10]1[CH2:14][CH2:13][CH2:12][CH:11]1[CH2:15][CH2:16][C:17]1[CH:22]=[CH:21][C:20]([CH2:23][C:24]2[CH:2]=[C:1]([C:3]3[C:4]([NH2:9])=[N:5][CH:6]=[CH:7][CH:8]=3)[O:26][N:25]=2)=[CH:19][CH:18]=1. Given the reactants [C:1]([C:3]1[C:4]([NH2:9])=[N:5][CH:6]=[CH:7][CH:8]=1)#[CH:2].[O:10]1[CH2:14][CH2:13][CH2:12][CH:11]1[CH2:15][CH2:16][C:17]1[CH:22]=[CH:21][C:20]([CH2:23][C:24](Cl)=[N:25][OH:26])=[CH:19][CH:18]=1.C(N(CC)CC)C, predict the reaction product. (6) Given the reactants C(OC([N:8]1[CH2:13][CH2:12][CH:11]([CH2:14][NH:15][C:16]2[C:21]([C:22]3[CH:23]=[N:24][N:25]([CH3:27])[CH:26]=3)=[CH:20][N:19]=[C:18]([C:28]3[CH:33]=[CH:32][CH:31]=[C:30]([C:34]4[CH:35]=[N:36][N:37]([CH3:39])[CH:38]=4)[CH:29]=3)[N:17]=2)[CH2:10][CH2:9]1)=O)(C)(C)C.[ClH:40], predict the reaction product. The product is: [ClH:40].[CH3:27][N:25]1[CH:26]=[C:22]([C:21]2[C:16]([NH:15][CH2:14][CH:11]3[CH2:12][CH2:13][NH:8][CH2:9][CH2:10]3)=[N:17][C:18]([C:28]3[CH:33]=[CH:32][CH:31]=[C:30]([C:34]4[CH:35]=[N:36][N:37]([CH3:39])[CH:38]=4)[CH:29]=3)=[N:19][CH:20]=2)[CH:23]=[N:24]1. (7) Given the reactants [NH2:1][CH2:2][CH2:3][NH:4][CH2:5][CH2:6][NH2:7].C(N([CH2:13][CH3:14])CC)C.C([C:17]([O:19][CH2:20][C:21]1[CH:26]=[CH:25][CH:24]=[CH:23][CH:22]=1)=[O:18])#N, predict the reaction product. The product is: [CH2:20]([O:19][C:17]([NH:1][CH2:2][CH2:3][NH:4][CH2:5][CH2:6][NH:7][C:17]([O:19][CH2:20][C:14]1[CH:13]=[CH:23][CH:22]=[CH:21][CH:26]=1)=[O:18])=[O:18])[C:21]1[CH:26]=[CH:25][CH:24]=[CH:23][CH:22]=1.